This data is from Full USPTO retrosynthesis dataset with 1.9M reactions from patents (1976-2016). The task is: Predict the reactants needed to synthesize the given product. Given the product [CH3:1][CH:2]([CH:4]([NH:8][C:17](=[O:18])[C:14]1[C:13]([F:20])=[C:12]([F:21])[C:11]([CH3:22])=[C:10]([F:9])[C:15]=1[F:16])[CH:5]([CH3:7])[CH3:6])[CH3:3], predict the reactants needed to synthesize it. The reactants are: [CH3:1][CH:2]([CH:4]([NH2:8])[CH:5]([CH3:7])[CH3:6])[CH3:3].[F:9][C:10]1[C:15]([F:16])=[C:14]([C:17](O)=[O:18])[C:13]([F:20])=[C:12]([F:21])[C:11]=1[CH3:22].